Dataset: Catalyst prediction with 721,799 reactions and 888 catalyst types from USPTO. Task: Predict which catalyst facilitates the given reaction. (1) Reactant: [C:1]([O:4][C:5]1[CH:10]=[CH:9][C:8]([N:11]2[CH2:16][CH2:15][N:14]([CH3:17])[CH2:13][CH2:12]2)=[CH:7][CH:6]=1)(=[O:3])[CH3:2].C1(C)C=CC(S(O)(=O)=O)=CC=1.[Br:29]Br. Product: [C:1]([O:4][C:5]1[CH:6]=[CH:7][C:8]([N:11]2[CH2:12][CH2:13][N:14]([CH3:17])[CH2:15][CH2:16]2)=[CH:9][C:10]=1[Br:29])(=[O:3])[CH3:2]. The catalyst class is: 115. (2) Reactant: Br[C:2]1[CH:7]=[CH:6][N:5]=[CH:4][C:3]=1[CH2:8][OH:9].C([Li])CCC.[C:15]([C:17]1[CH:18]=[C:19]([CH:22]=[CH:23][CH:24]=1)[CH:20]=[O:21])#[N:16]. The catalyst class is: 1. Product: [OH:21][CH:20]([C:2]1[CH:7]=[CH:6][N:5]=[CH:4][C:3]=1[CH2:8][OH:9])[C:19]1[CH:18]=[C:17]([CH:24]=[CH:23][CH:22]=1)[C:15]#[N:16]. (3) Reactant: [CH3:1][N:2]1[CH:6]=[CH:5][CH:4]=[C:3]1[C:7]([OH:9])=O.CN(C(ON1N=NC2C=CC=NC1=2)=[N+](C)C)C.F[P-](F)(F)(F)(F)F.C(N(CC)CC)C.FC(F)(F)C(O)=O.[CH2:48]1[NH:54][CH2:53][CH2:52][CH2:51][N:50]2[CH:55]=[C:56]([C:58]([O:60][CH2:61][CH3:62])=[O:59])[CH:57]=[C:49]12. Product: [CH3:1][N:2]1[CH:6]=[CH:5][CH:4]=[C:3]1[C:7]([N:54]1[CH2:53][CH2:52][CH2:51][N:50]2[CH:55]=[C:56]([C:58]([O:60][CH2:61][CH3:62])=[O:59])[CH:57]=[C:49]2[CH2:48]1)=[O:9]. The catalyst class is: 85. (4) Reactant: [CH3:1][C:2]1[N:6]=[C:5]([C:7]2[CH:8]=[CH:9][C:10]([O:15][CH2:16][CH:17]([CH3:19])[CH3:18])=[C:11]([C:13]#[N:14])[CH:12]=2)[S:4][C:3]=1[C:20]([OH:22])=[O:21].[Na].O.Cl. Product: [CH3:1][C:2]1[N:6]=[C:5]([C:7]2[CH:8]=[CH:9][C:10]([O:15][CH2:16][CH:17]([CH3:19])[CH3:18])=[C:11]([C:13]#[N:14])[CH:12]=2)[S:4][C:3]=1[C:20]([OH:22])=[O:21]. The catalyst class is: 13. (5) Reactant: [Cl:1][C:2]1[CH:22]=[CH:21][C:5]([CH2:6][C:7]2[C:8]([CH3:20])=[N:9][C:10]3[CH:11]=[C:12]([CH3:19])[CH:13]=[C:14]([OH:18])[C:15]=3[C:16]=2[CH3:17])=[CH:4][CH:3]=1.C1C=CC(N([S:30]([C:33]([F:36])([F:35])[F:34])(=[O:32])=[O:31])[S:30]([C:33]([F:36])([F:35])[F:34])(=[O:32])=[O:31])=CC=1.C(=O)([O-])[O-].[K+].[K+]. Product: [Cl:1][C:2]1[CH:3]=[CH:4][C:5]([CH2:6][C:7]2[C:8]([CH3:20])=[N:9][C:10]3[C:15]([C:16]=2[CH3:17])=[C:14]([O:18][S:30]([C:33]([F:36])([F:35])[F:34])(=[O:32])=[O:31])[CH:13]=[C:12]([CH3:19])[CH:11]=3)=[CH:21][CH:22]=1. The catalyst class is: 7.